This data is from Catalyst prediction with 721,799 reactions and 888 catalyst types from USPTO. The task is: Predict which catalyst facilitates the given reaction. Reactant: [CH3:1][C:2]([CH3:12])([CH2:5][N:6]1[CH2:11][CH2:10][CH2:9][CH2:8][CH2:7]1)[CH2:3][OH:4].[CH3:13][S:14](Cl)(=[O:16])=[O:15]. Product: [CH3:1][C:2]([CH3:12])([CH2:5][N:6]1[CH2:11][CH2:10][CH2:9][CH2:8][CH2:7]1)[CH2:3][O:4][S:14]([CH3:13])(=[O:16])=[O:15]. The catalyst class is: 4.